The task is: Regression. Given a peptide amino acid sequence and an MHC pseudo amino acid sequence, predict their binding affinity value. This is MHC class I binding data.. This data is from Peptide-MHC class I binding affinity with 185,985 pairs from IEDB/IMGT. (1) The peptide sequence is FQEALKKSL. The MHC is HLA-B15:17 with pseudo-sequence HLA-B15:17. The binding affinity (normalized) is 0.0847. (2) The peptide sequence is KSLTTTMQF. The MHC is HLA-B58:01 with pseudo-sequence HLA-B58:01. The binding affinity (normalized) is 0.546. (3) The peptide sequence is SSSLDQTHIK. The MHC is HLA-A11:01 with pseudo-sequence HLA-A11:01. The binding affinity (normalized) is 0.853.